From a dataset of Tyrosyl-DNA phosphodiesterase HTS with 341,365 compounds. Binary Classification. Given a drug SMILES string, predict its activity (active/inactive) in a high-throughput screening assay against a specified biological target. (1) The drug is O=C1CC(CC(=C1)c1cc(ccc1)CO)c1cc(OC)c(OC)cc1. The result is 0 (inactive). (2) The compound is Clc1c2c(nc(cc2)C)c(O)c(Cl)c1. The result is 0 (inactive). (3) The molecule is Clc1cc(C(=O)Nc2ccc(c3n4CCCCCc4nn3)cc2)c(OC)cc1. The result is 0 (inactive). (4) The drug is Fc1ccc(C(N(CC)CC)c2n(nnn2)C2CCCCC2)cc1. The result is 0 (inactive).